This data is from Full USPTO retrosynthesis dataset with 1.9M reactions from patents (1976-2016). The task is: Predict the reactants needed to synthesize the given product. (1) Given the product [Cl:1][C:2]1[N:11]([CH2:18][C:17]2[CH:20]=[CH:21][CH:22]=[CH:23][C:16]=2[I:15])[C:10]2[C:9](=[O:12])[N:7]([CH3:8])[C:6](=[O:13])[N:5]([CH3:14])[C:4]=2[N:3]=1, predict the reactants needed to synthesize it. The reactants are: [Cl:1][C:2]1[NH:11][C:10]2[C:9](=[O:12])[N:7]([CH3:8])[C:6](=[O:13])[N:5]([CH3:14])[C:4]=2[N:3]=1.[I:15][C:16]1[CH:23]=[CH:22][CH:21]=[CH:20][C:17]=1[CH2:18]Cl.C(=O)([O-])[O-].[K+].[K+].[I-].[K+]. (2) Given the product [CH3:1][O:2][C:3](=[O:17])[C:4]1[CH:9]=[C:8]([N:10]2[CH2:14][CH2:13][CH2:12][C:11]2=[O:15])[CH:7]=[C:6]([NH:16][C:25](=[O:27])[CH3:26])[CH:5]=1, predict the reactants needed to synthesize it. The reactants are: [CH3:1][O:2][C:3](=[O:17])[C:4]1[CH:9]=[C:8]([N:10]2[CH2:14][CH2:13][CH2:12][C:11]2=[O:15])[CH:7]=[C:6]([NH2:16])[CH:5]=1.CCN(CC)CC.[C:25](OC(=O)C)(=[O:27])[CH3:26]. (3) Given the product [OH2:24].[N:1]1([C:6]2[CH:7]=[C:8]3[C:13](=[CH:14][CH:15]=2)[N:12]=[C:11]([C:16]2[CH:21]=[CH:20][CH:19]=[CH:18][CH:17]=2)[N:10]=[CH:9]3)[CH:5]=[CH:4][N:3]=[CH:2]1, predict the reactants needed to synthesize it. The reactants are: [N:1]1([C:6]2[CH:7]=[C:8]3[C:13](=[CH:14][CH:15]=2)[N:12]=[C:11]([C:16]2[CH:21]=[CH:20][CH:19]=[CH:18][CH:17]=2)[N:10]=[CH:9]3)[CH:5]=[CH:4][N:3]=[CH:2]1.C([OH:24])C. (4) Given the product [NH2:15][C:12]1[N:13]=[N:14][C:9]2[CH:8]=[C:7]([C:2]3[CH:3]=[CH:4][CH:5]=[CH:6][C:1]=3[CH3:19])[C:17]([NH:18][C:35]([NH:34][C:30]([CH3:33])([CH3:32])[CH3:31])=[O:36])=[CH:16][C:10]=2[N:11]=1, predict the reactants needed to synthesize it. The reactants are: [C:1]1([CH3:19])[CH:6]=[CH:5][CH:4]=[CH:3][C:2]=1[C:7]1[C:17]([NH2:18])=[CH:16][C:10]2[N:11]=[C:12]([NH2:15])[N:13]=[N:14][C:9]=2[CH:8]=1.C[Si]([N-][Si](C)(C)C)(C)C.[K+].[C:30]([N:34]=[C:35]=[O:36])([CH3:33])([CH3:32])[CH3:31].C([O-])(O)=O.[Na+]. (5) The reactants are: C([O:5][N:6]=[C:7]1[C:16]2[C:11](=[CH:12][CH:13]=[C:14]([O:17][CH2:18][CH2:19][Cl:20])[CH:15]=2)[O:10][C:9]([C:21]2[N:26]=[CH:25][N:24]3[CH:27]=[CH:28][CH:29]=[C:23]3[CH:22]=2)=[CH:8]1)(C)(C)C.[CH3:30][CH:31]1[CH2:35][CH2:34][CH2:33][NH:32]1. Given the product [ClH:20].[CH3:30][CH:31]1[CH2:35][CH2:34][CH2:33][N:32]1[CH2:19][CH2:18][O:17][C:14]1[CH:15]=[C:16]2[C:11](=[CH:12][CH:13]=1)[O:10][C:9]([C:21]1[N:26]=[CH:25][N:24]3[CH:27]=[CH:28][CH:29]=[C:23]3[CH:22]=1)=[CH:8][C:7]2=[N:6][OH:5], predict the reactants needed to synthesize it. (6) The reactants are: [CH3:1][CH:2]([CH3:16])[CH2:3][C:4]([C:6]1[S:7][C:8]2[CH:15]=[CH:14][CH:13]=[CH:12][C:9]=2[C:10]=1[CH3:11])=O.[NH2:17][C:18]1[N:23]=[CH:22][C:21]([C:24]([O:26][CH3:27])=[O:25])=[CH:20][CH:19]=1.C(=O)([O-])O.[Na+].C([BH3-])#N.[Na+].FC(F)(F)C(O)=O. Given the product [CH3:1][CH:2]([CH3:16])[CH2:3][CH:4]([NH:17][C:18]1[N:23]=[CH:22][C:21]([C:24]([O:26][CH3:27])=[O:25])=[CH:20][CH:19]=1)[C:6]1[S:7][C:8]2[CH:15]=[CH:14][CH:13]=[CH:12][C:9]=2[C:10]=1[CH3:11], predict the reactants needed to synthesize it. (7) Given the product [C:4]([CH:6]1[CH2:11][CH2:10][CH2:9][N:8]([C:12]([O:14][C:15]([CH3:16])([CH3:17])[CH3:18])=[O:13])[CH2:7]1)(=[O:5])[CH3:20], predict the reactants needed to synthesize it. The reactants are: CON(C)[C:4]([CH:6]1[CH2:11][CH2:10][CH2:9][N:8]([C:12]([O:14][C:15]([CH3:18])([CH3:17])[CH3:16])=[O:13])[CH2:7]1)=[O:5].[CH3:20][Mg]Br.